This data is from Forward reaction prediction with 1.9M reactions from USPTO patents (1976-2016). The task is: Predict the product of the given reaction. Given the reactants [NH2:1][C:2]1[CH:11]=[CH:10][CH:9]=[CH:8][C:3]=1[C:4]([O:6][CH3:7])=O.[CH2:12]([Mg]Br)[CH3:13].[CH3:16][CH2:17]OCC.Cl.[OH-].[Na+].C(N1C=CN=C1)(N1C=CN=C1)=[O:25], predict the reaction product. The product is: [CH2:16]([C:4]1([CH2:12][CH3:13])[O:6][C:7](=[O:25])[NH:1][C:2]2[CH:11]=[CH:10][CH:9]=[CH:8][C:3]1=2)[CH3:17].